From a dataset of Forward reaction prediction with 1.9M reactions from USPTO patents (1976-2016). Predict the product of the given reaction. (1) Given the reactants [CH3:1][O:2][C:3]1[CH:8]=[CH:7][CH:6]=[CH:5][C:4]=1[CH:9]1[CH2:14][CH2:13][NH:12][CH2:11][CH2:10]1.[CH:15]1([C@@:18]23[CH:25]=[CH:24][C:23](=[O:26])[N:22]2[C@@H:21]([C:27]2[CH:32]=[CH:31][CH:30]=[CH:29][CH:28]=2)[CH2:20][O:19]3)[CH2:17][CH2:16]1.O, predict the reaction product. The product is: [CH:15]1([C@@:18]23[C@H:25]([N:12]4[CH2:13][CH2:14][CH:9]([C:4]5[CH:5]=[CH:6][CH:7]=[CH:8][C:3]=5[O:2][CH3:1])[CH2:10][CH2:11]4)[CH2:24][C:23](=[O:26])[N:22]2[C@@H:21]([C:27]2[CH:28]=[CH:29][CH:30]=[CH:31][CH:32]=2)[CH2:20][O:19]3)[CH2:17][CH2:16]1. (2) Given the reactants [Cl:1][C:2]1[CH:3]=[C:4]([C:9]#[C:10][CH2:11][CH2:12][CH2:13][CH2:14][CH2:15][CH2:16][OH:17])[CH:5]=[CH:6][C:7]=1[Cl:8], predict the reaction product. The product is: [Cl:1][C:2]1[CH:3]=[C:4]([CH2:9][CH2:10][CH2:11][CH2:12][CH2:13][CH2:14][CH2:15][CH2:16][OH:17])[CH:5]=[CH:6][C:7]=1[Cl:8].